This data is from Catalyst prediction with 721,799 reactions and 888 catalyst types from USPTO. The task is: Predict which catalyst facilitates the given reaction. Reactant: [CH2:1]1[C:13]2[NH:12][C:11]3[C:6](=[CH:7][CH:8]=[CH:9][CH:10]=3)[C:5]=2[C:4](=[O:14])[CH2:3][CH2:2]1.[OH-].[Na+]. Product: [OH:14][C:4]1[C:5]2[C:6]3[C:11](=[CH:10][CH:9]=[CH:8][CH:7]=3)[NH:12][C:13]=2[CH:1]=[CH:2][CH:3]=1. The catalyst class is: 769.